From a dataset of Forward reaction prediction with 1.9M reactions from USPTO patents (1976-2016). Predict the product of the given reaction. Given the reactants [CH3:1][N:2]1[CH2:7][CH2:6][N:5]([C:8]2[N:13]=[CH:12][C:11]([NH:14][C:15](=[O:22])OCC(Cl)(Cl)Cl)=[CH:10][CH:9]=2)[CH2:4][CH2:3]1.[C:23]1([C:29]2[N:33]=[C:32]([N:34]3[CH2:39][CH2:38][NH:37][CH2:36][CH2:35]3)[S:31][N:30]=2)[CH:28]=[CH:27][CH:26]=[CH:25][CH:24]=1.C(N(C(C)C)CC)(C)C.O, predict the reaction product. The product is: [CH3:1][N:2]1[CH2:3][CH2:4][N:5]([C:8]2[N:13]=[CH:12][C:11]([NH:14][C:15]([N:37]3[CH2:38][CH2:39][N:34]([C:32]4[S:31][N:30]=[C:29]([C:23]5[CH:28]=[CH:27][CH:26]=[CH:25][CH:24]=5)[N:33]=4)[CH2:35][CH2:36]3)=[O:22])=[CH:10][CH:9]=2)[CH2:6][CH2:7]1.